This data is from Peptide-MHC class I binding affinity with 185,985 pairs from IEDB/IMGT. The task is: Regression. Given a peptide amino acid sequence and an MHC pseudo amino acid sequence, predict their binding affinity value. This is MHC class I binding data. (1) The peptide sequence is SYINRTGTF. The MHC is HLA-B35:01 with pseudo-sequence HLA-B35:01. The binding affinity (normalized) is 0.0847. (2) The peptide sequence is MPVGGQSSF. The binding affinity (normalized) is 0.0847. The MHC is HLA-B08:01 with pseudo-sequence HLA-B08:01.